Dataset: NCI-60 drug combinations with 297,098 pairs across 59 cell lines. Task: Regression. Given two drug SMILES strings and cell line genomic features, predict the synergy score measuring deviation from expected non-interaction effect. Drug 1: C1=CC(=CC=C1CCCC(=O)O)N(CCCl)CCCl. Drug 2: CC1C(C(CC(O1)OC2CC(OC(C2O)C)OC3=CC4=CC5=C(C(=O)C(C(C5)C(C(=O)C(C(C)O)O)OC)OC6CC(C(C(O6)C)O)OC7CC(C(C(O7)C)O)OC8CC(C(C(O8)C)O)(C)O)C(=C4C(=C3C)O)O)O)O. Cell line: MOLT-4. Synergy scores: CSS=76.5, Synergy_ZIP=15.1, Synergy_Bliss=15.5, Synergy_Loewe=13.4, Synergy_HSA=13.5.